Dataset: B-cell epitopes from IEDB database with 3,159 antigens for binding position prediction. Task: Token-level Classification. Given an antigen amino acid sequence, predict which amino acid positions are active epitope sites capable of antibody binding. Output is a list of indices for active positions. (1) Given the antigen sequence: MWLRPSIWLCFPLCLALPGQSQPKAADDLGGLYCGPSSFHFSINLLSQDTATPPALVVWDRRGRLHKLQNDSGCGTWVHKGPGSSMGVEASYRGCYVTEWDSHYLMPIGLEEADAGGHRTVTETKLFKCPVDFLALDVPTIGLCDAVPVWDRLPCAPPPITQGECKQLGCCYNSEEVPSCYYGNTVTSRCTQDGHFSIAVSRNVTSPPLLWDSVHLAFRNDSECKPVMETHTFVLFRFPFSSCGTAKRVTGNQAVYENELVAARDVRTWSHGSITRDSIFRLRVSCIYSVSSSALPVNIQVFTLPPPLPETHPGPLTLELQIAKDERYGSYYNASDYPVVKLLREPIYVEVSIRHRTDPSLGLHLHQCWATPGMSPLLQPQWPMLVNGCPYTGDNYQTKLIPVQKASNLLFPSHYQRFSVSTFSFVDSVAKQALKGPVYLHCTASVCKPAGAPICVTTCPAARRRRSSDIHFQNGTASISSKGPMILLQATRDSSERLHK..., which amino acid positions are active epitope sites? The epitope positions are: [318, 319, 320, 321, 322, 323, 324, 325, 326, 327, 328, 329]. The amino acids at these positions are: ELQIAKDERYGS. (2) Given the antigen sequence: MRPRPILLLLLMFLPMLPAPPPGQPSGRRRGRRSGGSGGGFWGDRADSQPFAIPYIHPTNPFAPDVTAAAGAGPRVRQPARPLGSAWRDQAQRPAAASRRRPTTAGAAPLTAVAPAHDTPPVPDVDSRGAILRRQYNLSTSPLTSSVATGTNLVLYAAPLSPLLPLQDGTNTHIMATEASNYAQYRVVRATIRYRPLVPNAVGGYAISISFWPQTTTTPTSVDMNSITSTDVRILVQPGIASEHVIPSERLHYRNQGWRSVETSGVAEEEATSGLVMLCIHGSLVNSYTNTPYTGALGLLDFALELEFRNLTPGNTNTRVSRYSSTARHRLRRGADGTAELTTTAATRFMKDLYFTSTNGVGEIGRGIALTLFNLADTLLGGLPTELISSAGGQLFYSRPVVSANGEPTVKLYTSVENAQQDKGIAIPHDIDLGESRVVIQDYDNQHEQDRPTPSPAPSRPFSVLRANDVLWLSLTAAEYDQSTYGSSTGPVYVSDSVTL..., which amino acid positions are active epitope sites? The epitope positions are: [402, 403, 404, 405, 406, 407, 408, 409, 410, 411, 412, 413, 414, 415, 416]. The amino acids at these positions are: SANGEPTVKLYTSVE. (3) Given the antigen sequence: MDSRPQKVWMTPSLTESDMDYHKILTAGLSVQQGIVRQRVIPVYQVNNLEEICQLIIQAFEAGVDFQESADSFLLMLCLHHAYQGDHKLFLESGAVKYLEGHGFRFEVKKRDGVKRLEELLPAVSSGKNIKRTLAAMPEEETTEANAGQFLSFASLFLPKLVVGEKACLEKVQRQIQVHAEQGLIQYPTAWQSVGHMMVIFRLMRTNFLIKFLLIHQGMHMVAGHDANDAVISNSVAQARFSGLLIVKTVLDHILQKTERGVRLHPLARTAKVKNEVNSFKAALSSLAKHGEYAPFARLLNLSGVNNLEHGLFPQLSAIALGVATAHGSTLAGVNVGEQYQQLREAATEAEKQLQQYAESRELDHLGLDDQEKKILMNFHQKKNEISFQQTNAMVTLRKERLAKLTEAITAASLPKTSGPYDDDDDIPFPGPINDDDNPGHQDDDPTDSQDTTIPDVVVDPDDGSYGEYQSYSENGMNAPDDLVLFDLDEDDEDTKPVPN..., which amino acid positions are active epitope sites? The epitope positions are: [428, 429, 430, 431, 432, 433, 434, 435, 436, 437, 438, 439, 440, 441, 442]. The amino acids at these positions are: FPGPINDDDNPGHQD.